Task: Predict the product of the given reaction.. Dataset: Forward reaction prediction with 1.9M reactions from USPTO patents (1976-2016) (1) The product is: [F:14][C:6]1([F:15])[C:5]2[C:9](=[CH:10][CH:11]=[CH:12][C:4]=2[CH:1]([OH:3])[CH2:2][CH3:17])[NH:8][C:7]1=[O:13]. Given the reactants [C:1]([C:4]1[CH:12]=[CH:11][CH:10]=[C:9]2[C:5]=1[C:6]([F:15])([F:14])[C:7](=[O:13])[NH:8]2)(=[O:3])[CH3:2].F[C:17]1(F)C2C(C=O)=CC=CC=2NC1=O.C[Mg]Br.C([Mg]Br)C, predict the reaction product. (2) Given the reactants C(OC1CCN([C:11]2[CH:16]=[CH:15][C:14]([B:17]3[O:21][C:20]([CH3:23])([CH3:22])[C:19]([CH3:25])([CH3:24])[O:18]3)=[CH:13][CH:12]=2)CC1)(=O)C.BrC1C=CC([C:33]2([F:40])[CH2:38][CH2:37][N:36]([CH3:39])[CH2:35][CH2:34]2)=CC=1, predict the reaction product. The product is: [F:40][C:33]1([C:11]2[CH:12]=[CH:13][C:14]([B:17]3[O:18][C:19]([CH3:24])([CH3:25])[C:20]([CH3:22])([CH3:23])[O:21]3)=[CH:15][CH:16]=2)[CH2:38][CH2:37][N:36]([CH3:39])[CH2:35][CH2:34]1. (3) Given the reactants Cl[CH2:2][C:3]1[CH:4]=[C:5]([NH:9][C:10]2[CH:15]=[C:14]([O:16][C:17]3[C:18]([CH3:24])=[N:19][C:20]([CH3:23])=[CH:21][CH:22]=3)[CH:13]=[CH:12][N:11]=2)[CH:6]=[CH:7][CH:8]=1.[CH3:25][N:26]1[CH2:31][CH2:30][NH:29][CH2:28][CH2:27]1.C(N(C)CC)C, predict the reaction product. The product is: [CH3:24][C:18]1[C:17]([O:16][C:14]2[CH:13]=[CH:12][N:11]=[C:10]([NH:9][C:5]3[CH:6]=[CH:7][CH:8]=[C:3]([CH2:2][N:29]4[CH2:30][CH2:31][N:26]([CH3:25])[CH2:27][CH2:28]4)[CH:4]=3)[CH:15]=2)=[CH:22][CH:21]=[C:20]([CH3:23])[N:19]=1. (4) The product is: [NH2:1][C:2]1[C:7]([C:8]#[N:9])=[C:6]([C:10]2[CH:11]=[CH:12][C:13]([O:16][CH2:17][CH2:18][O:19][CH3:20])=[CH:14][CH:15]=2)[C:5]([C:21]#[N:22])=[C:4]([S:23][CH2:30][C:31]2[N:32]=[C:33]([Cl:36])[S:34][CH:35]=2)[N:3]=1. Given the reactants [NH2:1][C:2]1[C:7]([C:8]#[N:9])=[C:6]([C:10]2[CH:15]=[CH:14][C:13]([O:16][CH2:17][CH2:18][O:19][CH3:20])=[CH:12][CH:11]=2)[C:5]([C:21]#[N:22])=[C:4]([SH:23])[N:3]=1.C(=O)(O)[O-].[Na+].Cl[CH2:30][C:31]1[N:32]=[C:33]([Cl:36])[S:34][CH:35]=1.O, predict the reaction product. (5) Given the reactants Cl[C:2]1[CH:7]=[C:6]([O:8][C:9]2[CH:10]=[CH:11][C:12]([N:16]3[C:20](=[O:21])[NH:19][C:18]([C:22]4[CH:27]=[CH:26][C:25]([F:28])=[CH:24][CH:23]=4)=[N:17]3)=[N:13][C:14]=2[CH3:15])[CH:5]=[CH:4][N:3]=1.P([O-])([O-])([O-])=O.[K+].[K+].[K+].O1[CH2:42][CH2:41]OCC1, predict the reaction product. The product is: [F:28][C:25]1[CH:26]=[CH:27][C:22]([C:18]2[NH:19][C:20](=[O:21])[N:16]([C:12]3[CH:11]=[CH:10][C:9]([O:8][C:6]4[CH:5]=[CH:4][N:3]=[C:2]([N:13]5[CH:14]=[C:41]([CH3:42])[N:16]=[CH:12]5)[CH:7]=4)=[C:14]([CH3:15])[N:13]=3)[N:17]=2)=[CH:23][CH:24]=1. (6) Given the reactants [CH2:1]([O:3][C:4](=[O:12])[CH:5]([C:9](=O)[CH3:10])[C:6](=O)[CH3:7])[CH3:2].Cl.[NH:14]([C:16]1[CH:26]=[CH:25][C:19]([C:20]([O:22][CH2:23][CH3:24])=[O:21])=[CH:18][CH:17]=1)[NH2:15], predict the reaction product. The product is: [CH2:1]([O:3][C:4]([C:5]1[C:9]([CH3:10])=[N:15][N:14]([C:16]2[CH:17]=[CH:18][C:19]([C:20]([O:22][CH2:23][CH3:24])=[O:21])=[CH:25][CH:26]=2)[C:6]=1[CH3:7])=[O:12])[CH3:2]. (7) Given the reactants C1(P(C2C=CC=CC=2)C2C=CC=CC=2)C=CC=CC=1.[C:20]1(=[O:30])[NH:24][C:23](=[O:25])[C:22]2=[CH:26][CH:27]=[CH:28][CH:29]=[C:21]12.[CH2:31]([CH:33]([CH2:38][CH:39](O)[CH2:40][CH:41]([CH2:46][CH3:47])[CH2:42][CH2:43][CH2:44][CH3:45])[CH2:34][CH2:35][CH2:36][CH3:37])[CH3:32].N#N.N(C(OC(C)C)=O)=NC(OC(C)C)=O, predict the reaction product. The product is: [CH2:46]([CH:41]([CH2:42][CH2:43][CH2:44][CH3:45])[CH2:40][CH:39]([N:24]1[C:20](=[O:30])[C:21]2[C:22](=[CH:26][CH:27]=[CH:28][CH:29]=2)[C:23]1=[O:25])[CH2:38][CH:33]([CH2:31][CH3:32])[CH2:34][CH2:35][CH2:36][CH3:37])[CH3:47].